Dataset: Reaction yield outcomes from USPTO patents with 853,638 reactions. Task: Predict the reaction yield, written as a fraction of the theoretical maximum amount of product (1.0 means a 100% yield; for example, 0.34 means a 34% yield). (1) The reactants are [Cl:1][C:2]1[N:10]=[C:9]([CH3:11])[CH:8]=[CH:7][C:3]=1[C:4]([OH:6])=[O:5].[C:12](=O)([O-])[O-].[K+].[K+].CI. The catalyst is CN(C=O)C.C(OCC)(=O)C. The product is [CH3:12][O:5][C:4](=[O:6])[C:3]1[CH:7]=[CH:8][C:9]([CH3:11])=[N:10][C:2]=1[Cl:1]. The yield is 0.990. (2) The reactants are COP([CH2:7][C:8](=[O:16])[C:9]([F:15])([F:14])[CH2:10][CH2:11][CH2:12][CH3:13])(=O)OC.O.[OH-].[Li+].[C:20]([O:23][C@@H:24]1[C@H:28]([CH2:29][CH2:30][CH2:31][CH2:32][CH2:33][CH2:34][C:35]([O:37][CH3:38])=[O:36])[C@@H:27]([CH:39]=O)[C@H:26]([O:41][CH:42]2[CH2:47][CH2:46][CH2:45][CH2:44][O:43]2)[CH2:25]1)(=[O:22])[CH3:21]. The yield is 0.404. The catalyst is O1CCCC1. The product is [C:20]([O:23][C@@H:24]1[C@H:28]([CH2:29][CH2:30][CH2:31][CH2:32][CH2:33][CH2:34][C:35]([O:37][CH3:38])=[O:36])[C@@H:27](/[CH:39]=[CH:7]/[C:8](=[O:16])[C:9]([F:14])([F:15])[CH2:10][CH2:11][CH2:12][CH3:13])[C@H:26]([O:41][CH:42]2[CH2:47][CH2:46][CH2:45][CH2:44][O:43]2)[CH2:25]1)(=[O:22])[CH3:21]. (3) The catalyst is C1COCC1.C(OCC)C. The yield is 0.900. The reactants are [F:1][C:2]1[CH:26]=[CH:25][C:5]([CH2:6][CH:7]2[CH2:12][CH2:11][N:10]([CH2:13][C:14]([NH:16][C:17]3[CH:22]=[CH:21][C:20]([Cl:23])=[C:19]([Cl:24])[CH:18]=3)=O)[CH2:9][CH2:8]2)=[CH:4][CH:3]=1.CSC.B.CO.Cl. The product is [Cl:24][C:19]1[CH:18]=[C:17]([CH:22]=[CH:21][C:20]=1[Cl:23])[NH:16][CH2:14][CH2:13][N:10]1[CH2:11][CH2:12][CH:7]([CH2:6][C:5]2[CH:4]=[CH:3][C:2]([F:1])=[CH:26][CH:25]=2)[CH2:8][CH2:9]1. (4) The reactants are [CH3:1][N:2]1[CH2:11][CH2:10][C:9]2([C:12]3[CH:17]=[CH:16][CH:15]=[C:14]([O:18][CH3:19])[CH:13]=3)[C:4]([CH3:21])([CH2:5][CH2:6][CH:7]([NH2:20])[CH2:8]2)[CH2:3]1.[C:22]1(=O)[O:27][C:25](=[O:26])[C:24]2=[CH:28][CH:29]=[CH:30][CH:31]=[C:23]12. The catalyst is C1(C)C=CC=CC=1. The product is [C:22]1(=[O:27])[NH:2][C:25](=[O:26])[C:24]2=[CH:28][CH:29]=[CH:30][CH:31]=[C:23]12.[CH3:1][N:2]1[CH2:11][CH2:10][C:9]2([C:12]3[CH:17]=[CH:16][CH:15]=[C:14]([O:18][CH3:19])[CH:13]=3)[C:4]([CH3:21])([CH2:5][CH2:6][CH:7]([NH2:20])[CH2:8]2)[CH2:3]1. The yield is 0.900.